This data is from Cav3 T-type calcium channel HTS with 100,875 compounds. The task is: Binary Classification. Given a drug SMILES string, predict its activity (active/inactive) in a high-throughput screening assay against a specified biological target. (1) The drug is O1CCN(C(c2c3c(oc(c3C(OCC)=O)C)c3c(c2O)cccc3)c2cccnc2)CC1. The result is 0 (inactive). (2) The drug is O=C1C=2C(C(=C(NC2CCC1)C)C(OCCOC)=O)c1ccc(N(C)C)cc1. The result is 0 (inactive). (3) The molecule is O(C1C2(C(C(C1)CC2)(C)C)C)C(=O)/C=C\c1cc(OC)c(O)cc1. The result is 0 (inactive). (4) The molecule is S(=O)(=O)(N1CCN(C2CC(=O)N(C2=O)c2ccc(OCCC)cc2)CC1)c1ccccc1. The result is 0 (inactive). (5) The molecule is Fc1c(C(=O)NC=2CC3C(C3C2C(=O)C)(C)C)cccc1. The result is 0 (inactive).